Predict the reactants needed to synthesize the given product. From a dataset of Full USPTO retrosynthesis dataset with 1.9M reactions from patents (1976-2016). (1) Given the product [C:22]([Si:26]([CH3:44])([CH3:43])[O:27][C:28]1[CH:29]=[CH:30][C:31]2[C:32]3[CH2:42][CH2:41][O:40][CH2:39][C:33]=3[CH:34]([C:2]3[CH:16]=[CH:15][C:5]([O:6][CH2:7][CH2:8][N:9]4[CH2:14][CH2:13][CH2:12][CH2:11][CH2:10]4)=[CH:4][CH:3]=3)[O:35][C:36]=2[CH:37]=1)([CH3:25])([CH3:24])[CH3:23], predict the reactants needed to synthesize it. The reactants are: I[C:2]1[CH:16]=[CH:15][C:5]([O:6][CH2:7][CH2:8][N:9]2[CH2:14][CH2:13][CH2:12][CH2:11][CH2:10]2)=[CH:4][CH:3]=1.C([Li])CCC.[C:22]([Si:26]([CH3:44])([CH3:43])[O:27][C:28]1[CH:29]=[CH:30][C:31]2[C:32]3[CH2:42][CH2:41][O:40][CH2:39][C:33]=3[CH:34](O)[O:35][C:36]=2[CH:37]=1)([CH3:25])([CH3:24])[CH3:23].C(O)(C(F)(F)F)=O. (2) Given the product [CH2:12]([N:19]([CH:20]1[CH2:26][CH2:25][CH2:24][C:23]2[C:27]([OH:31])=[CH:28][CH:29]=[CH:30][C:22]=2[CH2:21]1)[CH2:10][C@H:9]([OH:11])[CH2:8][O:1][C:2]1[CH:3]=[CH:4][CH:5]=[CH:6][CH:7]=1)[C:13]1[CH:14]=[CH:15][CH:16]=[CH:17][CH:18]=1, predict the reactants needed to synthesize it. The reactants are: [O:1]([CH2:8][C@H:9]1[O:11][CH2:10]1)[C:2]1[CH:7]=[CH:6][CH:5]=[CH:4][CH:3]=1.[CH2:12]([NH:19][CH:20]1[CH2:26][CH2:25][CH2:24][C:23]2[C:27]([OH:31])=[CH:28][CH:29]=[CH:30][C:22]=2[CH2:21]1)[C:13]1[CH:18]=[CH:17][CH:16]=[CH:15][CH:14]=1.FC(F)(F)S([O-])(=O)=O.[Yb+3].FC(F)(F)S([O-])(=O)=O.FC(F)(F)S([O-])(=O)=O. (3) Given the product [Cl:18][C:3]1[C:2]([C:26]2[CH:25]=[CH:24][C:21]([C:22]#[N:23])=[C:20]([Cl:19])[CH:27]=2)=[CH:7][N:6]=[CH:5][C:4]=1[CH:8]([CH:15]1[CH2:17][CH2:16]1)[N:9]([CH3:14])[S:10]([CH3:13])(=[O:12])=[O:11], predict the reactants needed to synthesize it. The reactants are: Br[C:2]1[C:3]([Cl:18])=[C:4]([CH:8]([CH:15]2[CH2:17][CH2:16]2)[N:9]([CH3:14])[S:10]([CH3:13])(=[O:12])=[O:11])[CH:5]=[N:6][CH:7]=1.[Cl:19][C:20]1[CH:27]=[C:26](B2OC(C)(C)C(C)(C)O2)[CH:25]=[CH:24][C:21]=1[C:22]#[N:23].C(Cl)Cl.C([O-])([O-])=O.[Na+].[Na+]. (4) Given the product [CH3:12][O:11][C:4]1[CH:3]=[C:2]([NH:14][NH2:15])[CH:7]=[CH:6][C:5]=1[N+:8]([O-:10])=[O:9], predict the reactants needed to synthesize it. The reactants are: F[C:2]1[CH:7]=[CH:6][C:5]([N+:8]([O-:10])=[O:9])=[C:4]([O:11][CH3:12])[CH:3]=1.O.[NH2:14][NH2:15]. (5) Given the product [Cl:37][C:38]1[C:39]([C:52]2[CH:57]=[CH:56][CH:55]=[C:54]([NH:58][CH:59]3[CH2:64][CH2:63][NH:62][CH2:61][CH2:60]3)[N:53]=2)=[CH:40][C:41]([NH:44][C@H:45]2[CH2:50][CH2:49][C@H:48]([OH:51])[CH2:47][CH2:46]2)=[N:42][CH:43]=1, predict the reactants needed to synthesize it. The reactants are: ClC1C(C2C=CC=C(F)N=2)=CC(N[C@H]2CC[C@H](O)CC2)=NC=1.NC1CCN(C(OC(C)(C)C)=O)CC1.[Cl:37][C:38]1[C:39]([C:52]2[CH:57]=[CH:56][CH:55]=[C:54]([NH:58][CH:59]3[CH2:64][CH2:63][N:62](C(OC(C)(C)C)=O)[CH2:61][CH2:60]3)[N:53]=2)=[CH:40][C:41]([NH:44][C@H:45]2[CH2:50][CH2:49][C@H:48]([OH:51])[CH2:47][CH2:46]2)=[N:42][CH:43]=1. (6) The reactants are: [CH3:1][O:2][C:3](=[O:16])[C:4]1[C:9]([CH:10]2[CH:14](N)[CH2:13][O:12][O:11]2)=[CH:8][CH:7]=[CH:6][CH:5]=1.N([O-])=O.[Na+].[I-:21].[K+]. Given the product [CH3:1][O:2][C:3](=[O:16])[C:4]1[C:9]([CH:10]2[CH:14]([I:21])[CH2:13][O:12][O:11]2)=[CH:8][CH:7]=[CH:6][CH:5]=1, predict the reactants needed to synthesize it. (7) Given the product [Cl:1][C:2]1[N:3]=[CH:4][C:5]([C:6]([NH:16][C:15]2[CH:17]=[CH:18][C:19]([N+:21]([O-:23])=[O:22])=[CH:20][C:14]=2[N+:11]([O-:13])=[O:12])=[O:7])=[CH:9][CH:10]=1, predict the reactants needed to synthesize it. The reactants are: [Cl:1][C:2]1[CH:10]=[CH:9][C:5]([C:6](Cl)=[O:7])=[CH:4][N:3]=1.[N+:11]([C:14]1[CH:20]=[C:19]([N+:21]([O-:23])=[O:22])[CH:18]=[CH:17][C:15]=1[NH2:16])([O-:13])=[O:12].